Predict the reactants needed to synthesize the given product. From a dataset of Full USPTO retrosynthesis dataset with 1.9M reactions from patents (1976-2016). (1) Given the product [CH3:28][C:27]1[N:26]=[C:25]([NH:29][C:30](=[O:32])[CH3:31])[CH:24]=[CH:23][C:22]=1[O:21][C:19]1[CH:18]=[CH:17][N:16]=[C:15]([C:13]2[O:12][N:11]=[C:9]([CH3:10])[CH:14]=2)[CH:20]=1, predict the reactants needed to synthesize it. The reactants are: ClN1C(=O)CCC1=O.[CH:9](=[N:11][OH:12])[CH3:10].[C:13]([C:15]1[CH:20]=[C:19]([O:21][C:22]2[CH:23]=[CH:24][C:25]([NH:29][C:30](=[O:32])[CH3:31])=[N:26][C:27]=2[CH3:28])[CH:18]=[CH:17][N:16]=1)#[CH:14].O. (2) Given the product [Cl:1][C:2]1[CH:3]=[CH:4][C:5]([C:8]2([C:11]([N:48]3[CH2:49][CH2:50][CH2:51][CH:47]3[C:41]3[CH:46]=[CH:45][CH:44]=[CH:43][CH:42]=3)=[O:13])[CH2:9][CH2:10]2)=[CH:6][CH:7]=1, predict the reactants needed to synthesize it. The reactants are: [Cl:1][C:2]1[CH:7]=[CH:6][C:5]([C:8]2([C:11]([OH:13])=O)[CH2:10][CH2:9]2)=[CH:4][CH:3]=1.CN([P+](ON1N=NC2C=CC=CC1=2)(N(C)C)N(C)C)C.F[P-](F)(F)(F)(F)F.[C:41]1([CH:47]2[CH2:51][CH2:50][CH2:49][NH:48]2)[CH:46]=[CH:45][CH:44]=[CH:43][CH:42]=1.CCN(C(C)C)C(C)C. (3) Given the product [CH3:25][C:9]1([CH3:8])[O:14][C:13]2[CH:15]=[C:16](/[CH:19]=[CH:20]/[C:21]([N:27]([C@@H:28]([C:30]3[O:31][C:32]4[CH:40]=[CH:39][CH:38]=[CH:37][C:33]=4[C:34]=3[CH2:35][CH3:36])[CH3:29])[CH3:26])=[O:23])[CH:17]=[N:18][C:12]=2[NH:11][C:10]1=[O:24], predict the reactants needed to synthesize it. The reactants are: C(O)(C(F)(F)F)=O.[CH3:8][C:9]1([CH3:25])[O:14][C:13]2[CH:15]=[C:16](/[CH:19]=[CH:20]/[C:21]([OH:23])=O)[CH:17]=[N:18][C:12]=2[NH:11][C:10]1=[O:24].[CH3:26][NH:27][C@@H:28]([C:30]1[O:31][C:32]2[CH:40]=[CH:39][CH:38]=[CH:37][C:33]=2[C:34]=1[CH2:35][CH3:36])[CH3:29].CCN=C=NCCCN(C)C.C1C=CC2N(O)N=NC=2C=1.CCN(C(C)C)C(C)C.